Dataset: Full USPTO retrosynthesis dataset with 1.9M reactions from patents (1976-2016). Task: Predict the reactants needed to synthesize the given product. (1) The reactants are: [Cl:1][C:2]1[CH:7]=[CH:6][C:5](/[C:8](/[C:25]2[CH:30]=[CH:29][C:28]([C:31]#[C:32][CH2:33][N:34]3[CH2:39][CH2:38][N:37]([CH3:40])[CH2:36][CH2:35]3)=[CH:27][CH:26]=2)=[CH:9]/[CH2:10][O:11][C:12]2[CH:23]=[CH:22][C:15]([O:16][CH2:17][C:18]([O:20]C)=[O:19])=[C:14]([CH3:24])[CH:13]=2)=[CH:4][CH:3]=1.O.[OH-].[Li+]. Given the product [Cl:1][C:2]1[CH:7]=[CH:6][C:5](/[C:8](/[C:25]2[CH:30]=[CH:29][C:28]([C:31]#[C:32][CH2:33][N:34]3[CH2:35][CH2:36][N:37]([CH3:40])[CH2:38][CH2:39]3)=[CH:27][CH:26]=2)=[CH:9]/[CH2:10][O:11][C:12]2[CH:23]=[CH:22][C:15]([O:16][CH2:17][C:18]([OH:20])=[O:19])=[C:14]([CH3:24])[CH:13]=2)=[CH:4][CH:3]=1, predict the reactants needed to synthesize it. (2) Given the product [CH3:1][O:2][C:3]1[CH:4]=[C:5]2[C:9](=[CH:10][CH:11]=1)[N:8]([C:12](=[O:21])[C:13]1[CH:18]=[CH:17][C:16]([O:19][CH3:20])=[CH:15][CH:14]=1)[CH:7]([C:22]([OH:24])=[O:23])[CH2:6]2, predict the reactants needed to synthesize it. The reactants are: [CH3:1][O:2][C:3]1[CH:4]=[C:5]2[C:9](=[CH:10][CH:11]=1)[N:8]([C:12](=[O:21])[C:13]1[CH:18]=[CH:17][C:16]([O:19][CH3:20])=[CH:15][CH:14]=1)[C:7]([C:22]([OH:24])=[O:23])=[CH:6]2. (3) Given the product [CH2:21]([O:23][C:24](=[O:29])[C:25]([O:15][C:12]1[CH:13]=[N:14][C:9]([O:8][CH2:1][C:2]2[CH:3]=[CH:4][CH:5]=[CH:6][CH:7]=2)=[CH:10][CH:11]=1)([CH3:27])[CH3:26])[CH3:22], predict the reactants needed to synthesize it. The reactants are: [CH2:1]([O:8][C:9]1[N:14]=[CH:13][C:12]([OH:15])=[CH:11][CH:10]=1)[C:2]1[CH:7]=[CH:6][CH:5]=[CH:4][CH:3]=1.O1CCCC1.[CH2:21]([O:23][C:24](=[O:29])[C:25](Br)([CH3:27])[CH3:26])[CH3:22]. (4) Given the product [C:4]([CH2:3][CH2:2][NH:1][C:45]([NH:44][C:42]1[S:43][C:39]([C:31]2[CH:32]=[CH:33][C:34]([S:35]([CH3:38])(=[O:37])=[O:36])=[C:29]([N:24]3[CH:28]=[CH:27][N:26]=[CH:25]3)[CH:30]=2)=[C:40]([CH3:52])[N:41]=1)=[O:46])#[N:5], predict the reactants needed to synthesize it. The reactants are: [NH2:1][CH2:2][CH2:3][C:4]#[N:5].FC1C=C(C2SC(N)=NC=2C)C=CC=1S(C)(=O)=O.[N:24]1([C:29]2[CH:30]=[C:31]([C:39]3[S:43][C:42]([NH:44][C:45](N4C=CN=C4)=[O:46])=[N:41][C:40]=3[CH3:52])[CH:32]=[CH:33][C:34]=2[S:35]([CH3:38])(=[O:37])=[O:36])[CH:28]=[CH:27][N:26]=[CH:25]1. (5) Given the product [Cl:1][C:2]1[CH:7]=[CH:6][C:5]2[N:8]([C:9]3[CH:14]=[CH:13][N:12]=[C:11]([S:15]([CH3:18])(=[O:16])=[O:17])[CH:10]=3)[C:22]([CH2:21][Cl:20])=[N:19][C:4]=2[CH:3]=1, predict the reactants needed to synthesize it. The reactants are: [Cl:1][C:2]1[CH:3]=[C:4]([NH2:19])[C:5]([NH:8][C:9]2[CH:14]=[CH:13][N:12]=[C:11]([S:15]([CH3:18])(=[O:17])=[O:16])[CH:10]=2)=[CH:6][CH:7]=1.[Cl:20][CH2:21][C:22](OCC)(OCC)OCC. (6) Given the product [Cl:20][C:17]1[CH:18]=[CH:19][C:14]([CH:7]([NH:6][C:4]([CH2:3][NH:2][C:25](=[O:26])[C:24]2[CH:28]=[C:29]([CH3:33])[C:30]([O:31][CH3:32])=[C:22]([CH3:21])[CH:23]=2)=[O:5])[C:8]2[CH:13]=[CH:12][CH:11]=[CH:10][CH:9]=2)=[CH:15][CH:16]=1, predict the reactants needed to synthesize it. The reactants are: Cl.[NH2:2][CH2:3][C:4]([NH:6][CH:7]([C:14]1[CH:19]=[CH:18][C:17]([Cl:20])=[CH:16][CH:15]=1)[C:8]1[CH:13]=[CH:12][CH:11]=[CH:10][CH:9]=1)=[O:5].[CH3:21][C:22]1[CH:23]=[C:24]([CH:28]=[C:29]([CH3:33])[C:30]=1[O:31][CH3:32])[C:25](O)=[O:26]. (7) Given the product [C:1]([C:3]1[CH:8]=[CH:7][C:6]([C:9]2[C:10]([O:18][CH2:19][C:20]([F:22])([F:23])[F:21])=[N:11][CH:12]=[C:13]([CH:17]=2)[C:14]([NH:55][N:56]2[CH2:61][CH2:60][CH:59]([OH:62])[CH2:58][CH2:57]2)=[O:16])=[CH:5][CH:4]=1)#[N:2], predict the reactants needed to synthesize it. The reactants are: [C:1]([C:3]1[CH:8]=[CH:7][C:6]([C:9]2[C:10]([O:18][CH2:19][C:20]([F:23])([F:22])[F:21])=[N:11][CH:12]=[C:13]([CH:17]=2)[C:14]([OH:16])=O)=[CH:5][CH:4]=1)#[N:2].CN(C(ON1N=NC2C=CC=CC1=2)=[N+](C)C)C.[B-](F)(F)(F)F.C(N(CC)C(C)C)(C)C.[NH2:55][N:56]1[CH2:61][CH2:60][CH:59]([OH:62])[CH2:58][CH2:57]1.Cl. (8) The reactants are: [CH2:1]([O:4][CH2:5][CH:6]([OH:11])[CH2:7][CH2:8][CH:9]=[CH2:10])[CH:2]=[CH2:3].[H-].[Na+].[CH2:14](Br)[C:15]1[CH:20]=[CH:19][CH:18]=[CH:17][CH:16]=1. Given the product [CH2:14]([O:11][CH:6]([CH2:7][CH2:8][CH:9]=[CH2:10])[CH2:5][O:4][CH2:1][CH:2]=[CH2:3])[C:15]1[CH:20]=[CH:19][CH:18]=[CH:17][CH:16]=1, predict the reactants needed to synthesize it.